Dataset: Catalyst prediction with 721,799 reactions and 888 catalyst types from USPTO. Task: Predict which catalyst facilitates the given reaction. (1) Reactant: [Cl:1][C:2]1[N:3]=[C:4](Cl)[C:5]2[CH2:10][CH2:9][CH:8]([C:11]3[CH:16]=[CH:15][C:14]([F:17])=[CH:13][CH:12]=3)[C:6]=2[N:7]=1.[CH3:19][NH:20][CH3:21]. Product: [Cl:1][C:2]1[N:3]=[C:4]([N:20]([CH3:21])[CH3:19])[C:5]2[CH2:10][CH2:9][CH:8]([C:11]3[CH:16]=[CH:15][C:14]([F:17])=[CH:13][CH:12]=3)[C:6]=2[N:7]=1. The catalyst class is: 5. (2) Reactant: [N:1]1([C@H:5]2[C@@H:14]([CH2:15][C:16]3[CH:21]=[CH:20][CH:19]=[CH:18][CH:17]=3)[C:13]3[C:8](=[CH:9][CH:10]=[C:11]([N:22]4[CH2:25][CH:24]([NH:26]C(=O)OC(C)(C)C)[CH2:23]4)[CH:12]=3)[O:7][CH2:6]2)[CH2:4][CH2:3][CH2:2]1.FC(F)(F)C(O)=O. Product: [N:1]1([C@H:5]2[C@@H:14]([CH2:15][C:16]3[CH:21]=[CH:20][CH:19]=[CH:18][CH:17]=3)[C:13]3[C:8](=[CH:9][CH:10]=[C:11]([N:22]4[CH2:23][CH:24]([NH2:26])[CH2:25]4)[CH:12]=3)[O:7][CH2:6]2)[CH2:2][CH2:3][CH2:4]1. The catalyst class is: 2. (3) The catalyst class is: 2. Product: [F:3][C@H:4]1[C@H:9]([O:10][C:11]2[CH:12]=[CH:13][CH:14]=[C:15]3[C:20]=2[N:19]=[CH:18][CH:17]=[CH:16]3)[CH2:8][CH2:7][N:6]([C:21]([O:22][CH2:23][C:24]2[CH:29]=[CH:28][CH:27]=[CH:26][CH:25]=2)=[O:30])[CH2:5]1. Reactant: Cl.Cl.[F:3][C@H:4]1[C@H:9]([O:10][C:11]2[CH:12]=[CH:13][CH:14]=[C:15]3[C:20]=2[N:19]=[CH:18][CH:17]=[CH:16]3)[CH2:8][CH2:7][NH:6][CH2:5]1.[C:21](Cl)(=[O:30])[O:22][CH2:23][C:24]1[CH:29]=[CH:28][CH:27]=[CH:26][CH:25]=1.O.C(OCC)(=O)C. (4) Reactant: C[C:2]1([CH3:9])[O:6][CH:5]([CH2:7][OH:8])[CH2:4][O:3]1.[OH-].[K+].Br[CH2:13][CH2:14][CH2:15][CH2:16][CH2:17][CH2:18][CH2:19][CH2:20][CH2:21][CH3:22]. Product: [CH2:2]([O:3][CH2:4][CH:5]([OH:6])[CH2:7][OH:8])[CH2:9][CH2:13][CH2:14][CH2:15][CH2:16][CH2:17][CH2:18][CH2:19][CH2:20][CH2:21][CH3:22]. The catalyst class is: 11.